From a dataset of Catalyst prediction with 721,799 reactions and 888 catalyst types from USPTO. Predict which catalyst facilitates the given reaction. Reactant: [NH2:1][C:2]1[O:3][CH2:4][C@@:5]2([N:28]=1)[C:18]1[CH:17]=[C:16]([OH:19])[CH:15]=[C:14]([F:20])[C:13]=1[O:12][C:11]1[C:6]2=[CH:7][C:8]([C:21]2[C:22]([F:27])=[N:23][CH:24]=[CH:25][CH:26]=2)=[CH:9][CH:10]=1.C(=O)([O-])[O-].[Cs+].[Cs+].CN(C=O)C.FC(F)(F)S(O[CH2:46][C:47]([C:50]#[N:51])([CH3:49])[CH3:48])(=O)=O. Product: [NH2:1][C:2]1[O:3][CH2:4][C@:5]2([N:28]=1)[C:6]1[CH:7]=[C:8]([C:21]3[C:22]([F:27])=[N:23][CH:24]=[CH:25][CH:26]=3)[CH:9]=[CH:10][C:11]=1[O:12][C:13]1[C:18]2=[CH:17][C:16]([O:19][CH2:46][C:47]([CH3:49])([CH3:48])[C:50]#[N:51])=[CH:15][C:14]=1[F:20]. The catalyst class is: 238.